Dataset: Full USPTO retrosynthesis dataset with 1.9M reactions from patents (1976-2016). Task: Predict the reactants needed to synthesize the given product. (1) The reactants are: [Br-:1].[NH2:2][C:3]1[C:4]([C:11]([NH:13][CH2:14][CH2:15][N+:16]([CH2:19][CH2:20][N:21]2C(=O)C3C(=CC=CC=3)C2=O)([CH3:18])[CH3:17])=[O:12])=[N:5][C:6]([Cl:10])=[C:7]([NH2:9])[N:8]=1.O.NN. Given the product [Br-:1].[NH2:21][CH2:20][CH2:19][N+:16]([CH2:15][CH2:14][NH:13][C:11]([C:4]1[C:3]([NH2:2])=[N:8][C:7]([NH2:9])=[C:6]([Cl:10])[N:5]=1)=[O:12])([CH3:17])[CH3:18], predict the reactants needed to synthesize it. (2) Given the product [OH:47][C@H:46]([CH2:45][OH:44])[CH2:48][CH2:49][NH:50][C:38]([CH:16]1[CH:15]([C:11]2[CH:12]=[CH:13][CH:14]=[C:9]([Cl:8])[C:10]=2[F:41])[C:19]([C:22]2[CH:27]=[CH:26][C:25]([Cl:28])=[CH:24][C:23]=2[F:29])([C:20]#[N:21])[CH:18]([CH2:30][C:31]([CH2:36][CH3:37])([CH2:34][OH:35])[CH2:32][CH3:33])[NH:17]1)=[O:39], predict the reactants needed to synthesize it. The reactants are: FC(F)(F)C(O)=O.[Cl:8][C:9]1[C:10]([F:41])=[C:11]([CH:15]2[C:19]([C:22]3[CH:27]=[CH:26][C:25]([Cl:28])=[CH:24][C:23]=3[F:29])([C:20]#[N:21])[CH:18]([CH2:30][C:31]([CH2:36][CH3:37])([CH2:34][OH:35])[CH2:32][CH3:33])[NH:17][CH:16]2[C:38](O)=[O:39])[CH:12]=[CH:13][CH:14]=1.CC1(C)[O:47][C@@H:46]([CH2:48][CH2:49][NH2:50])[CH2:45][O:44]1.CN(C(ON1N=NC2C=CC=NC1=2)=[N+](C)C)C.F[P-](F)(F)(F)(F)F.CCN(C(C)C)C(C)C.Cl. (3) Given the product [Cl:11][C:8]1[CH:9]=[C:10]2[C:5](=[CH:6][CH:7]=1)[NH:4][C:3](=[O:12])[C:2]2([NH:28][C@@H:29]([CH2:35][C:36]([NH2:38])=[O:37])[C:30]([N:32]([CH3:34])[CH3:33])=[O:31])[C:13]1[CH:18]=[CH:17][CH:16]=[CH:15][C:14]=1[O:19][CH3:20], predict the reactants needed to synthesize it. The reactants are: Cl[C:2]1([C:13]2[CH:18]=[CH:17][CH:16]=[CH:15][C:14]=2[O:19][CH3:20])[C:10]2[C:5](=[CH:6][CH:7]=[C:8]([Cl:11])[CH:9]=2)[NH:4][C:3]1=[O:12].FC(F)(F)C(O)=O.[NH2:28][C@@H:29]([CH2:35][C:36]([NH2:38])=[O:37])[C:30]([N:32]([CH3:34])[CH3:33])=[O:31]. (4) Given the product [NH2:1][C:2]1[C:10]2[C:5](=[CH:6][N:7]=[CH:8][CH:9]=2)[S:4][C:3]=1[CH2:11][OH:12], predict the reactants needed to synthesize it. The reactants are: [NH2:1][C:2]1[C:10]2[C:5](=[CH:6][N:7]=[CH:8][CH:9]=2)[S:4][C:3]=1[C:11](OCC)=[O:12].[H-].[H-].[H-].[H-].[Li+].[Al+3].CO. (5) Given the product [O:23]1[CH2:24][CH2:25][O:26][CH:22]1[CH2:21][CH2:20][N:10]1[C:11]2[C:6](=[CH:5][CH:4]=[C:3]([O:2][CH3:1])[CH:12]=2)[C:7]([CH3:14])=[CH:8][C:9]1=[O:13], predict the reactants needed to synthesize it. The reactants are: [CH3:1][O:2][C:3]1[CH:12]=[C:11]2[C:6]([C:7]([CH3:14])=[CH:8][C:9](=[O:13])[NH:10]2)=[CH:5][CH:4]=1.[I-].[Na+].[H-].[Li+].Br[CH2:20][CH2:21][CH:22]1[O:26][CH2:25][CH2:24][O:23]1. (6) Given the product [C:5]([C:7]1([C:8]([O:10][CH2:11][CH3:12])=[O:9])[CH2:16][CH2:15][CH2:14]1)#[N:6], predict the reactants needed to synthesize it. The reactants are: [O-]CC.[Na+].[C:5]([CH2:7][C:8]([O:10][CH2:11][CH3:12])=[O:9])#[N:6].Br[CH:14](Br)[CH2:15][CH3:16]. (7) The reactants are: [CH2:1]([O:3][C:4](=[O:20])[CH:5]([CH2:11][C:12]1[CH:17]=[CH:16][C:15]([Cl:18])=[CH:14][C:13]=1[Cl:19])C(OCC)=O)C.C[O-].[Na+].[N:24](OCCC(C)C)=[O:25].Cl. Given the product [CH3:1][O:3][C:4](=[O:20])[C:5](=[N:24][OH:25])[CH2:11][C:12]1[CH:17]=[CH:16][C:15]([Cl:18])=[CH:14][C:13]=1[Cl:19], predict the reactants needed to synthesize it.